This data is from Catalyst prediction with 721,799 reactions and 888 catalyst types from USPTO. The task is: Predict which catalyst facilitates the given reaction. (1) Reactant: [CH2:1]([O:3][C:4](=[O:18])[CH:5]([O:15][CH2:16][CH3:17])[CH2:6][C:7]1[CH:12]=[CH:11][C:10]([OH:13])=[C:9]([CH3:14])[CH:8]=1)[CH3:2].[C:19]([C:23]1[CH:28]=[CH:27][C:26]([C:29]2[S:30][CH:31]=[C:32]([CH2:34]Cl)[N:33]=2)=[CH:25][CH:24]=1)([CH3:22])([CH3:21])[CH3:20].C(=O)([O-])[O-].[Cs+].[Cs+]. Product: [CH2:1]([O:3][C:4](=[O:18])[CH:5]([O:15][CH2:16][CH3:17])[CH2:6][C:7]1[CH:12]=[CH:11][C:10]([O:13][CH2:34][C:32]2[N:33]=[C:29]([C:26]3[CH:27]=[CH:28][C:23]([C:19]([CH3:22])([CH3:21])[CH3:20])=[CH:24][CH:25]=3)[S:30][CH:31]=2)=[C:9]([CH3:14])[CH:8]=1)[CH3:2]. The catalyst class is: 10. (2) Reactant: [CH2:1]([N:8]1[CH2:13][CH2:12][C:11](=[O:14])[CH2:10][CH2:9]1)[C:2]1[CH:7]=[CH:6][CH:5]=[CH:4][CH:3]=1.[CH3:15][Li].O. Product: [CH2:1]([N:8]1[CH2:13][CH2:12][C:11]([OH:14])([CH3:15])[CH2:10][CH2:9]1)[C:2]1[CH:3]=[CH:4][CH:5]=[CH:6][CH:7]=1. The catalyst class is: 27. (3) Reactant: C([O:4][CH2:5][CH2:6][CH2:7][CH2:8][N:9]1[C:17]2[C:12](=[N:13][C:14]([NH:19][C:20]3[CH:25]=[CH:24][C:23]([CH3:26])=[C:22]([CH2:27][CH3:28])[CH:21]=3)=[N:15][C:16]=2Cl)[N:11]=[CH:10]1)(=O)C.[OH-:29].[Na+]. Product: [OH:4][CH2:5][CH2:6][CH2:7][CH2:8][N:9]1[C:17]2[C:16](=[O:29])[NH:15][C:14]([NH:19][C:20]3[CH:25]=[CH:24][C:23]([CH3:26])=[C:22]([CH2:27][CH3:28])[CH:21]=3)=[N:13][C:12]=2[N:11]=[CH:10]1. The catalyst class is: 5. (4) Reactant: [N+:1]([C:4]1[CH:5]=[C:6]([NH:15][C:16]([C:18]2[CH:23]=[CH:22][C:21]([C:24]3[CH:29]=[CH:28][CH:27]=[CH:26][CH:25]=3)=[CH:20][CH:19]=2)=[O:17])[CH:7]=[CH:8][C:9]=1[O:10][C:11]([F:14])([F:13])[F:12])([O-])=O. Product: [NH2:1][C:4]1[CH:5]=[C:6]([NH:15][C:16]([C:18]2[CH:23]=[CH:22][C:21]([C:24]3[CH:25]=[CH:26][CH:27]=[CH:28][CH:29]=3)=[CH:20][CH:19]=2)=[O:17])[CH:7]=[CH:8][C:9]=1[O:10][C:11]([F:13])([F:14])[F:12]. The catalyst class is: 791. (5) Reactant: [F:1][C:2]([F:15])([F:14])[C:3]([C:5]1[CH:13]=[CH:12][C:8]([C:9]([OH:11])=O)=[CH:7][CH:6]=1)=[O:4].ON1C2C=CC=CC=2N=N1.[CH:26]1([N:30]2[CH2:36][CH2:35][C:34]3[CH:37]=[CH:38][C:39]([N:41]4[CH2:46][CH2:45][NH:44][CH2:43][CH2:42]4)=[CH:40][C:33]=3[CH2:32][CH2:31]2)[CH2:29][CH2:28][CH2:27]1. Product: [CH:26]1([N:30]2[CH2:36][CH2:35][C:34]3[CH:37]=[CH:38][C:39]([N:41]4[CH2:46][CH2:45][N:44]([C:9]([C:8]5[CH:7]=[CH:6][C:5]([C:3](=[O:4])[C:2]([F:1])([F:15])[F:14])=[CH:13][CH:12]=5)=[O:11])[CH2:43][CH2:42]4)=[CH:40][C:33]=3[CH2:32][CH2:31]2)[CH2:29][CH2:28][CH2:27]1. The catalyst class is: 9.